From a dataset of Full USPTO retrosynthesis dataset with 1.9M reactions from patents (1976-2016). Predict the reactants needed to synthesize the given product. (1) Given the product [F:31][C:30]([F:32])([F:33])[C:28]1[CH:29]=[C:24]([C@H:22]([O:21][C@H:6]2[CH2:5][CH2:4][C@H:3]([CH2:2][NH:1][C:38]3[CH2:42][CH2:41][C:40](=[O:43])[CH:39]=3)[C@@H:8]([CH2:9][OH:10])[C@@H:7]2[C:14]2[CH:19]=[CH:18][C:17]([F:20])=[CH:16][CH:15]=2)[CH3:23])[CH:25]=[C:26]([C:34]([F:36])([F:37])[F:35])[CH:27]=1, predict the reactants needed to synthesize it. The reactants are: [NH2:1][CH2:2][C@@H:3]1[C@@H:8]([C:9](OCC)=[O:10])[C@H:7]([C:14]2[CH:19]=[CH:18][C:17]([F:20])=[CH:16][CH:15]=2)[C@@H:6]([O:21][C@@H:22]([C:24]2[CH:29]=[C:28]([C:30]([F:33])([F:32])[F:31])[CH:27]=[C:26]([C:34]([F:37])([F:36])[F:35])[CH:25]=2)[CH3:23])[CH2:5][CH2:4]1.[C:38]1(=O)[CH2:42][CH2:41][C:40](=[O:43])[CH2:39]1.CC1C=CC(S(O)(=O)=O)=CC=1. (2) The reactants are: [CH2:1]1[O:3][CH:2]1[CH2:4][OH:5].C1(C)C=CC(S(O)(=O)=O)=CC=1.[CH:17]([O:19][CH2:20][CH3:21])=[CH2:18]. Given the product [CH2:4]([O:5][CH2:18][CH2:17][O:19][CH2:20][CH3:21])[CH:2]1[O:3][CH2:1]1, predict the reactants needed to synthesize it. (3) Given the product [CH3:33][C@H:34]1[CH2:39][CH2:38][C@H:37]([C:40]([N:9]([C:10]2[CH:14]=[C:13]([C:15]3[CH:20]=[CH:19][CH:18]=[CH:17][CH:16]=3)[S:12][C:11]=2[C:21]([O:23][CH3:24])=[O:22])[CH2:8][C:7]([N:4]2[CH2:5][CH2:6][O:1][CH2:2][CH2:3]2)=[O:25])=[O:41])[CH2:36][CH2:35]1, predict the reactants needed to synthesize it. The reactants are: [O:1]1[CH2:6][CH2:5][N:4]([C:7](=[O:25])[CH2:8][NH:9][C:10]2[CH:14]=[C:13]([C:15]3[CH:20]=[CH:19][CH:18]=[CH:17][CH:16]=3)[S:12][C:11]=2[C:21]([O:23][CH3:24])=[O:22])[CH2:3][CH2:2]1.CCN(CC)CC.[CH3:33][C@H:34]1[CH2:39][CH2:38][C@H:37]([C:40](Cl)=[O:41])[CH2:36][CH2:35]1. (4) Given the product [CH2:15]([O:17][C:18](=[O:25])[C@H:19]([CH2:21][CH2:22][S:23][CH3:24])[NH:20][C:11](=[O:13])[CH2:10][C:6]1[CH:7]=[CH:8][CH:9]=[C:4]([N+:1]([O-:3])=[O:2])[CH:5]=1)[CH3:16], predict the reactants needed to synthesize it. The reactants are: [N+:1]([C:4]1[CH:5]=[C:6]([CH2:10][C:11]([OH:13])=O)[CH:7]=[CH:8][CH:9]=1)([O-:3])=[O:2].Cl.[CH2:15]([O:17][C:18](=[O:25])[C@H:19]([CH2:21][CH2:22][S:23][CH3:24])[NH2:20])[CH3:16]. (5) The reactants are: Cl.[NH2:2][C@H:3]([CH:22]([CH3:24])[CH3:23])[C:4]([N:6]1[CH2:11][CH2:10][C@@:9]([C:13]2[CH:18]=[CH:17][C:16]([Cl:19])=[CH:15][CH:14]=2)([OH:12])[C:8]([CH3:21])([CH3:20])[CH2:7]1)=[O:5].ClC1N=[C:30]([O:32]C)N=C(OC)N=1.C(O)=O.CN1CCOCC1. Given the product [Cl:19][C:16]1[CH:15]=[CH:14][C:13]([C@@:9]2([OH:12])[CH2:10][CH2:11][N:6]([C:4](=[O:5])[C@H:3]([NH:2][CH:30]=[O:32])[CH:22]([CH3:24])[CH3:23])[CH2:7][C:8]2([CH3:20])[CH3:21])=[CH:18][CH:17]=1, predict the reactants needed to synthesize it. (6) Given the product [Br:6][C:7]1[CH:8]=[N:9][N:10]([CH2:12][CH2:13][NH:5][CH2:4][CH2:3][O:2][CH3:1])[CH:11]=1, predict the reactants needed to synthesize it. The reactants are: [CH3:1][O:2][CH2:3][CH2:4][NH2:5].[Br:6][C:7]1[CH:8]=[N:9][N:10]([CH2:12][CH2:13]Cl)[CH:11]=1. (7) Given the product [CH2:1]([C:3]1[S:37][C:6]2[N:7]([CH2:22][C:23]3[CH:28]=[CH:27][C:26]([C:29]4[CH:34]=[CH:33][CH:32]=[CH:31][C:30]=4[C:35]4[NH:36][C:45](=[O:48])[O:43][N:44]=4)=[CH:25][CH:24]=3)[C:8](=[O:21])[N:9]([CH2:12][CH2:13][N:14]3[CH:18]=[CH:17][N:16]=[C:15]3[CH2:19][O:20][CH3:50])[C:10](=[O:11])[C:5]=2[CH:4]=1)[CH3:2], predict the reactants needed to synthesize it. The reactants are: [CH2:1]([C:3]1[S:37][C:6]2[N:7]([CH2:22][C:23]3[CH:28]=[CH:27][C:26]([C:29]4[C:30]([C:35]#[N:36])=[CH:31][CH:32]=[CH:33][CH:34]=4)=[CH:25][CH:24]=3)[C:8](=[O:21])[N:9]([CH2:12][CH2:13][N:14]3[CH:18]=[CH:17][N:16]=[C:15]3[CH2:19][OH:20])[C:10](=[O:11])[C:5]=2[CH:4]=1)[CH3:2].CI.[H-].[Na+].[Cl-].[OH:43][NH3+:44].[C:45](=[O:48])([O-])O.[Na+].[CH3:50]S(C)=O. (8) Given the product [Cl:16][C:17]1[C:18]([N:4]2[CH2:3][CH2:2][N:1]([CH2:7][C:8]([N:10]3[CH2:11][CH2:12][O:13][CH2:14][CH2:15]3)=[O:9])[CH2:6][CH2:5]2)=[C:19]([F:35])[CH:20]=[C:21]2[C:26]=1[N:25]([C@H:27]1[CH2:29][C@H:28]1[F:30])[CH:24]=[C:23]([C:31]([OH:33])=[O:32])[C:22]2=[O:34], predict the reactants needed to synthesize it. The reactants are: [N:1]1([CH2:7][C:8]([N:10]2[CH2:15][CH2:14][O:13][CH2:12][CH2:11]2)=[O:9])[CH2:6][CH2:5][NH:4][CH2:3][CH2:2]1.[Cl:16][C:17]1[C:18](F)=[C:19]([F:35])[CH:20]=[C:21]2[C:26]=1[N:25]([C@H:27]1[CH2:29][C@H:28]1[F:30])[CH:24]=[C:23]([C:31]([OH:33])=[O:32])[C:22]2=[O:34].